From a dataset of Catalyst prediction with 721,799 reactions and 888 catalyst types from USPTO. Predict which catalyst facilitates the given reaction. (1) Reactant: [C:1]1([CH:13]2[CH:18]([CH3:19])[CH2:17][CH2:16][N:15](C(OC(C)(C)C)=O)[CH2:14]2)[N:5]2[C:6]3[CH:12]=[CH:11][NH:10][C:7]=3[N:8]=[CH:9][C:4]2=[CH:3][N:2]=1.[ClH:27]. Product: [ClH:27].[CH3:19][CH:18]1[CH2:17][CH2:16][NH:15][CH2:14][CH:13]1[C:1]1[N:5]2[C:6]3[CH:12]=[CH:11][NH:10][C:7]=3[N:8]=[CH:9][C:4]2=[CH:3][N:2]=1. The catalyst class is: 440. (2) Reactant: [CH3:1][C:2]1[CH:3]=[CH:4][C:5]([NH2:8])=[N:6][CH:7]=1.[C:9]1(=O)[O:14][C:12](=[O:13])[C:11]2=[CH:15][CH:16]=[CH:17][CH:18]=[C:10]12.CCN(C(C)C)C(C)C. Product: [CH3:1][C:2]1[CH:3]=[CH:4][C:5]([N:8]2[C:12](=[O:13])[C:11]3[C:10](=[CH:18][CH:17]=[CH:16][CH:15]=3)[C:9]2=[O:14])=[N:6][CH:7]=1. The catalyst class is: 11. (3) Reactant: [CH3:1][O:2][C:3]1[CH:4]=[C:5]([CH2:11][C:12]([O:14]C)=O)[CH:6]=[CH:7][C:8]=1[O:9][CH3:10].[C:16](OC(=O)CC)(=O)[CH2:17][CH3:18].[NH4+:25].[OH-]. Product: [CH2:17]([C:16]1[C:6]2[C:5](=[CH:4][C:3]([O:2][CH3:1])=[C:8]([O:9][CH3:10])[CH:7]=2)[CH:11]=[C:12]([OH:14])[N:25]=1)[CH3:18]. The catalyst class is: 316. (4) Reactant: [NH2:1][C:2]1[C:3]([C:15]([O:17][CH2:18][CH3:19])=[O:16])=[N:4][C:5]2[C:10]([CH:11]=1)=[CH:9][CH:8]=[C:7]([O:12][CH2:13][CH3:14])[N:6]=2.CCN(C(C)C)C(C)C.Cl[C:30]([O:32][CH2:33][C:34]1[CH:39]=[CH:38][CH:37]=[CH:36][CH:35]=1)=[O:31]. Product: [CH2:33]([O:32][C:30]([NH:1][C:2]1[C:3]([C:15]([O:17][CH2:18][CH3:19])=[O:16])=[N:4][C:5]2[C:10]([CH:11]=1)=[CH:9][CH:8]=[C:7]([O:12][CH2:13][CH3:14])[N:6]=2)=[O:31])[C:34]1[CH:39]=[CH:38][CH:37]=[CH:36][CH:35]=1. The catalyst class is: 2.